Dataset: Peptide-MHC class II binding affinity with 134,281 pairs from IEDB. Task: Regression. Given a peptide amino acid sequence and an MHC pseudo amino acid sequence, predict their binding affinity value. This is MHC class II binding data. (1) The peptide sequence is MNVSIPHSFTMTLK. The MHC is DRB1_0404 with pseudo-sequence DRB1_0404. The binding affinity (normalized) is 0.300. (2) The peptide sequence is ATVATAPEVKYTVFE. The MHC is HLA-DPA10301-DPB10402 with pseudo-sequence HLA-DPA10301-DPB10402. The binding affinity (normalized) is 0.152. (3) The peptide sequence is IIELFTAKGFTVQEM. The MHC is DRB5_0101 with pseudo-sequence DRB5_0101. The binding affinity (normalized) is 0.512. (4) The peptide sequence is LVTMPIGYVTHGFNL. The MHC is DRB1_1101 with pseudo-sequence DRB1_1101. The binding affinity (normalized) is 0.600. (5) The peptide sequence is AVVCGRRHGVRIRVR. The MHC is DRB1_0405 with pseudo-sequence DRB1_0405. The binding affinity (normalized) is 0.326. (6) The peptide sequence is FRDRARVPLTSNNGI. The binding affinity (normalized) is 0.502. The MHC is HLA-DPA10103-DPB10301 with pseudo-sequence HLA-DPA10103-DPB10301.